The task is: Predict the reactants needed to synthesize the given product.. This data is from Full USPTO retrosynthesis dataset with 1.9M reactions from patents (1976-2016). Given the product [Br:12][C:13]1[C:14]([C:18]([N:6]2[CH:7]3[CH2:10][CH2:11][N:3]([CH2:9][CH2:8]3)[CH2:4][CH2:5]2)=[O:19])=[N:15][NH:16][CH:17]=1, predict the reactants needed to synthesize it. The reactants are: Cl.Cl.[N:3]12[CH2:11][CH2:10][CH:7]([CH2:8][CH2:9]1)[NH:6][CH2:5][CH2:4]2.[Br:12][C:13]1[C:14]([C:18](O)=[O:19])=[N:15][NH:16][CH:17]=1.